From a dataset of Full USPTO retrosynthesis dataset with 1.9M reactions from patents (1976-2016). Predict the reactants needed to synthesize the given product. (1) The reactants are: [CH:1]1([CH2:5][O:6][C:7]2[CH:15]=[CH:14][C:10]3[O:11][CH2:12][O:13][C:9]=3[C:8]=2[C:16]2[C:17]3[NH:24][CH:23]=[C:22]([C:25](O)=[O:26])[C:18]=3[N:19]=[CH:20][N:21]=2)[CH2:4][CH2:3][CH2:2]1.C(OC(=O)[NH:34][C@H:35]1[CH2:40][CH2:39][C@H:38]([C:41](=[O:46])[NH:42][CH:43]2[CH2:45][CH2:44]2)[CH2:37][CH2:36]1)(C)(C)C. Given the product [CH:43]1([NH:42][C:41]([C@H:38]2[CH2:39][CH2:40][C@H:35]([NH:34][C:25]([C:22]3[C:18]4[N:19]=[CH:20][N:21]=[C:16]([C:8]5[C:9]6[O:13][CH2:12][O:11][C:10]=6[CH:14]=[CH:15][C:7]=5[O:6][CH2:5][CH:1]5[CH2:2][CH2:3][CH2:4]5)[C:17]=4[NH:24][CH:23]=3)=[O:26])[CH2:36][CH2:37]2)=[O:46])[CH2:45][CH2:44]1, predict the reactants needed to synthesize it. (2) Given the product [C-:1]1([CH2:6][NH:7][C:8](=[O:20])[CH2:9][CH2:10][CH2:11][CH2:12][CH2:13][CH2:14][CH2:15][CH2:16][CH2:17][CH2:18][S:19][S:29][C:30]2[CH:35]=[CH:34][CH:33]=[CH:32][N:31]=2)[CH:2]=[CH:3][CH:4]=[CH:5]1.[CH-:21]1[CH:25]=[CH:24][CH:23]=[CH:22]1.[Fe+2:26], predict the reactants needed to synthesize it. The reactants are: [C-:1]1([CH2:6][NH:7][C:8](=[O:20])[CH2:9][CH2:10][CH2:11][CH2:12][CH2:13][CH2:14][CH2:15][CH2:16][CH2:17][CH2:18][SH:19])[CH:5]=[CH:4][CH:3]=[CH:2]1.[CH-:21]1[CH:25]=[CH:24][CH:23]=[CH:22]1.[Fe+2:26].[C:30]1([CH:35]=[CH:34][CH:33]=[CH:32][N:31]=1)[S:29][S:29][C:30]1[CH:35]=[CH:34][CH:33]=[CH:32][N:31]=1.C(N(CC)CC)C.